This data is from Full USPTO retrosynthesis dataset with 1.9M reactions from patents (1976-2016). The task is: Predict the reactants needed to synthesize the given product. Given the product [CH3:18][CH2:17][CH2:16][C@H:10]([NH:1][C@H:2]([C:4]([OH:6])=[O:5])[CH3:3])[C:11]([O:13][CH2:14][CH3:15])=[O:12], predict the reactants needed to synthesize it. The reactants are: [NH2:1][C@H:2]([C:4]([OH:6])=[O:5])[CH3:3].[OH-].[Na+].O=[C:10]([CH2:16][CH2:17][CH3:18])[C:11]([O:13][CH2:14][CH3:15])=[O:12].